From a dataset of Experimentally validated miRNA-target interactions with 360,000+ pairs, plus equal number of negative samples. Binary Classification. Given a miRNA mature sequence and a target amino acid sequence, predict their likelihood of interaction. (1) The miRNA is hsa-miR-6842-3p with sequence UUGGCUGGUCUCUGCUCCGCAG. The protein sequence of the target gene is MMPSRTNLATGLPSSKVKYSRLASTDDGYIDLQFKKSPPKIPYKAIALATVLFLIGTFLIIIGSLLLSGYISKGGADRAVPVLIIGILVFLPGFYHLRIAYYASKGYRGYSYDDIPDFDD. Result: 0 (no interaction). (2) The miRNA is hsa-miR-199b-3p with sequence ACAGUAGUCUGCACAUUGGUUA. The protein sequence of the target gene is MEEKEILRRQIRLLQGLIDDYKTLHGNAPAPGTPAASGWQPPTYHSGRAFSARYPRPSRRGYSSHHGPSWRKKYSLVNRPPGPSDPPADHAVRPLHGARGGQPPVPQQHVLERQVQLSQGQNVVIKVKPPSKSGSASASGAQRGSLEEFEETPWSDQRPREGEGEPPRGQLQPSRPTRARGTCSVEDPLLVCQKEPGKPRMVKSVGSVGDSPREPRRTVSESVIAVKASFPSSALPPRTGVALGRKLGSHSVASCAPQLLGDRRVDAGHTDQPVPSGSVGGPARPASGPRQAREASLVVT.... Result: 0 (no interaction). (3) The miRNA is hsa-miR-1264 with sequence CAAGUCUUAUUUGAGCACCUGUU. The protein sequence of the target gene is MVKFPALTHYWPLIRFLVPLGITNIAIDFGEQALNRGIAAVKEDAVEMLASYGLAYSLMKFFTGPMSDFKNVGLVFVNSKRDRTKAVLCMVVAGAIAAVFHTLIAYSDLGYYIINKLHHVDESVGSKTRRAFLYLAAFPFMDAMAWTHAGILLKHKYSFLVGCASISDVIAQVVFVAILLHSHLECREPLLIPILSLYMGALVRCTTLCLGYYKNIHDIIPDRSGPELGGDATIRKMLSFWWPLALILATQRISRPIVNLFVSRDLGGSSAATEAVAILTATYPVGHMPYGWLTEIRAVY.... Result: 1 (interaction). (4) The miRNA is hsa-miR-8069 with sequence GGAUGGUUGGGGGCGGUCGGCGU. The protein sequence of the target gene is MWAFGGRAAVGLLPRTASRASAWVGNPRWREPIVTCGRRGLHVTVNAGATRHAHLNLHYLQILNIKKQSVCVVHLRNLGTLDNPSSLDETAYERLAEETLDSLAEFFEDLADKPYTLEDYDVSFGDGVLTIKLGGDLGTYVINKQTPNKQIWLSSPSSGPKRYDWTGKNWVYSHDGVSLHELLARELTKALNTKLDLSSLAYSGKGT. Result: 0 (no interaction). (5) The miRNA is mmu-miR-6948-5p with sequence AGUUCAGACAGGACUGUGACAC. The protein sequence of the target gene is MPRYCAAICCKNRRGRNNKDRKLSFYPFPLHDKERLEKWLKNMKRDSWVPSKYQFLCSDHFTPDSLDIRWGIRYLKQTAVPTIFSLPEDNQGKDPSKKKSQKKNLEDEKEVCPKAKSEESFVLNETKKNIVNTDVPHQHPELLHSSSLVKPPAPKTGSIQNNMLTLNLVKQHTGKPESTLETSVNQDTGRGGFHTCFENLNSTTITLTTSNSESIHQSLETQEVLEVTTSHLANPNFTSNSMEIKSAQENPFLFSTINQTVEELNTNKESVIAIFVPAENSKPSVNSFISAQKETTEMED.... Result: 0 (no interaction). (6) The miRNA is ath-miR172d-3p with sequence AGAAUCUUGAUGAUGCUGCAG. The protein sequence of the target gene is MALTMLNGLLIKDSSPPMLHQISKTPQLDAFNYQSCFMQDLFAHFPEVLFIHRTYNPRGKVLYTFLVDGPRVQVEGPLARAVYFAIPTNEDARGLAQMFQVFKKFNPAWERVNTILVDPHFLLLPTLTMEFPTAEVLLSAFHICKFLQGKFYQLPLEQPVQRLLLSSLQSTMCSATAGNLRKLYTLLNNCIPSSRLPELHSHWLLNDRIWLAHRWRSRAQSSRYFQSLEIMAHILSQFFGTTPFEKQGMASVFRYMQQNSSDKASLSLAETPQDSHTPSEASAENPNTEQLVEARIQHSL.... Result: 0 (no interaction). (7) The miRNA is hsa-miR-3691-5p with sequence AGUGGAUGAUGGAGACUCGGUAC. The protein sequence of the target gene is MAASGRGLCKAVAASPFPAWRRDNTEARGGLKPEYDAVVIGAGHNGLVAAAYLQRLGVNTAVFERRHVIGGAAVTEEIIPGFKFSRASYLLSLLRPQIYTDLELKKHGLRLHLRNPYSFTPMLEEGAGSKVPRCLLLGTDMAENQKQIAQFSQKDAQVFPKYEEFMHRLALAIDPLLDAAPVDMAAFQHGSLLQRMRSLSTLKPLLKAGRILGAQLPRYYEVLTAPITKVLDQWFESEPLKATLATDAVIGAMTSPHTPGSGYVLLHHVMGGLEGMQGAWGYVQGGMGALSDAIASSATT.... Result: 0 (no interaction). (8) The miRNA is hsa-miR-4467 with sequence UGGCGGCGGUAGUUAUGGGCUU. The protein sequence of the target gene is MVKMTKSKTFQAYLPNCHRTYSCIHCRAHLANHDELISKSFQGSQGRAYLFNSVVNVGCGPAEERVLLTGLHAVADIYCENCKTTLGWKYEHAFESSQKYKEGKFIIELAHMIKDNGWE. Result: 0 (no interaction).